From a dataset of Catalyst prediction with 721,799 reactions and 888 catalyst types from USPTO. Predict which catalyst facilitates the given reaction. (1) Reactant: Cl[C:2]1[N:11]=[C:10]([NH:12][CH2:13][CH2:14][C:15]2[CH:20]=[CH:19][CH:18]=[CH:17][CH:16]=2)[C:9]2[C:4](=[CH:5][CH:6]=[CH:7][CH:8]=2)[N:3]=1.[CH3:21][C:22]1[C:27](B(O)O)=[CH:26][N:25]2[CH:31]=[CH:32][N:33]=[C:24]2[CH:23]=1.C(NC1C2C(=CC=CC=2)N=C(C2SC3C=CC=CC=3C=2)N=1)(C1C=CC=CC=1)C1C=CC=CC=1. Product: [CH3:21][C:22]1[C:27]([C:2]2[N:11]=[C:10]([NH:12][CH2:13][CH2:14][C:15]3[CH:20]=[CH:19][CH:18]=[CH:17][CH:16]=3)[C:9]3[C:4](=[CH:5][CH:6]=[CH:7][CH:8]=3)[N:3]=2)=[CH:26][N:25]2[CH:31]=[CH:32][N:33]=[C:24]2[CH:23]=1. The catalyst class is: 147. (2) Reactant: [H-].[Na+].[Br:3][C:4]1[CH:5]=[C:6]([CH2:17][C:18]([O:20][CH2:21][CH3:22])=[O:19])[CH:7]=[C:8]([Cl:16])[C:9]=1[O:10][CH2:11][C:12]([F:15])([F:14])[F:13].[CH:23]1([CH2:26]Br)[CH2:25][CH2:24]1. Product: [Br:3][C:4]1[CH:5]=[C:6]([CH:17]([CH2:26][CH:23]2[CH2:25][CH2:24]2)[C:18]([O:20][CH2:21][CH3:22])=[O:19])[CH:7]=[C:8]([Cl:16])[C:9]=1[O:10][CH2:11][C:12]([F:15])([F:13])[F:14]. The catalyst class is: 3. (3) Reactant: Br[C:2]1[CH:11]=[CH:10][C:5]([C:6]([O:8][CH3:9])=[O:7])=[CH:4][C:3]=1OC.[B:14]1([B:14]2[O:18][C:17]([CH3:20])([CH3:19])[C:16]([CH3:22])([CH3:21])[O:15]2)[O:18][C:17]([CH3:20])([CH3:19])[C:16]([CH3:22])([CH3:21])[O:15]1.[C:32]([O-])(=[O:34])[CH3:33].[K+]. Product: [CH2:32]([O:34][C:4]1[CH:3]=[C:2]([B:14]2[O:18][C:17]([CH3:20])([CH3:19])[C:16]([CH3:21])([CH3:22])[O:15]2)[CH:11]=[CH:10][C:5]=1[C:6]([O:8][CH3:9])=[O:7])[CH3:33]. The catalyst class is: 294. (4) Reactant: [NH2:1][C:2]1[N:11]=[CH:10][C:9]2[C:4](=[CH:5][CH:6]=[C:7]([C:12]3[CH:13]=[C:14]([CH:28]=[CH:29][C:30]=3[CH3:31])[C:15]([NH:17][C:18]3[CH:23]=[CH:22][CH:21]=[C:20]([C:24]([F:27])([F:26])[F:25])[CH:19]=3)=[O:16])[CH:8]=2)[N:3]=1.[CH2:32]([N:34]=[C:35]=[O:36])[CH3:33]. The catalyst class is: 3. Product: [CH2:32]([NH:34][C:35]([NH:1][C:2]1[N:11]=[CH:10][C:9]2[C:4](=[CH:5][CH:6]=[C:7]([C:12]3[CH:13]=[C:14]([CH:28]=[CH:29][C:30]=3[CH3:31])[C:15]([NH:17][C:18]3[CH:23]=[CH:22][CH:21]=[C:20]([C:24]([F:27])([F:25])[F:26])[CH:19]=3)=[O:16])[CH:8]=2)[N:3]=1)=[O:36])[CH3:33]. (5) Reactant: [C:1]([C:3]1[CH:4]=[C:5]([N:9]2[CH2:18][C@H:17]3[N:13]([CH2:14][CH2:15][CH2:16]3)[C:12]3[N:19]=[C:20]([S:23][CH3:24])[N:21]=[CH:22][C:11]=3[C:10]2=[O:25])[CH:6]=[CH:7][CH:8]=1)#[N:2].[Cl-].[NH4+].[N-:28]=[N+:29]=[N-:30].[Na+]. Product: [CH3:24][S:23][C:20]1[N:21]=[CH:22][C:11]2[C:10](=[O:25])[N:9]([C:5]3[CH:6]=[CH:7][CH:8]=[C:3]([C:1]4[N:28]=[N:29][NH:30][N:2]=4)[CH:4]=3)[CH2:18][C@H:17]3[N:13]([CH2:14][CH2:15][CH2:16]3)[C:12]=2[N:19]=1. The catalyst class is: 3. (6) Reactant: [C:1]([C:5]1[CH:14]=[CH:13][C:8]([C:9]([O:11][CH3:12])=[O:10])=[C:7]([OH:15])[CH:6]=1)([CH3:4])([CH3:3])[CH3:2].F[C:17]1[CH:22]=[CH:21][CH:20]=[C:19]([C:23]([F:26])([F:25])[F:24])[N:18]=1.C([O-])([O-])=O.[Cs+].[Cs+]. Product: [C:1]([C:5]1[CH:14]=[CH:13][C:8]([C:9]([O:11][CH3:12])=[O:10])=[C:7]([O:15][C:17]2[CH:22]=[CH:21][CH:20]=[C:19]([C:23]([F:26])([F:25])[F:24])[N:18]=2)[CH:6]=1)([CH3:4])([CH3:2])[CH3:3]. The catalyst class is: 18. (7) Reactant: [N:1]1(C(=O)C)[C:5]2=[CH:6][N:7]=[CH:8][CH:9]=[C:4]2[CH:3]=[N:2]1.[OH-].[Na+]. Product: [NH:1]1[C:5]2=[CH:6][N:7]=[CH:8][CH:9]=[C:4]2[CH:3]=[N:2]1. The catalyst class is: 193. (8) Reactant: [N+:1]([C:4]1[S:8][CH:7]=[C:6]([C:9]([OH:11])=O)[CH:5]=1)([O-:3])=[O:2].[N:12]1[C:21]2[C:16](=[CH:17][CH:18]=[CH:19][CH:20]=2)[CH:15]=[CH:14][C:13]=1[NH:22][C@H:23]1[CH2:28][CH2:27][C@@H:26]([NH2:29])[CH2:25][CH2:24]1.CCN(CC)CC.C1C=CC2N(O)N=NC=2C=1.O.CCN=C=NCCCN(C)C.[ClH:59].Cl. Product: [ClH:59].[N:12]1[C:21]2[C:16](=[CH:17][CH:18]=[CH:19][CH:20]=2)[CH:15]=[CH:14][C:13]=1[NH:22][C@@H:23]1[CH2:24][CH2:25][C@H:26]([NH:29][C:9]([C:6]2[CH:5]=[C:4]([N+:1]([O-:3])=[O:2])[S:8][CH:7]=2)=[O:11])[CH2:27][CH2:28]1. The catalyst class is: 173. (9) Reactant: C(OC([N:8]1[CH2:13][CH:12]2[CH:10]([CH:11]2[N:14]([CH2:22][C:23]2[CH:28]=[CH:27][CH:26]=[CH:25][CH:24]=2)[CH2:15][C:16]2[CH:21]=[CH:20][CH:19]=[CH:18][CH:17]=2)[CH2:9]1)=O)(C)(C)C.FC(F)(F)C(O)=O. Product: [CH:12]12[CH:11]([N:14]([CH2:15][C:16]3[CH:21]=[CH:20][CH:19]=[CH:18][CH:17]=3)[CH2:22][C:23]3[CH:28]=[CH:27][CH:26]=[CH:25][CH:24]=3)[CH:10]1[CH2:9][NH:8][CH2:13]2. The catalyst class is: 4. (10) Reactant: C([O:3][CH:4](OCC)[C:5]1[CH:10]=[CH:9][C:8]([CH2:11][CH2:12][CH2:13][O:14][CH2:15][C:16]2[CH:21]=[CH:20][CH:19]=[CH:18][CH:17]=2)=[CH:7][CH:6]=1)C.Cl.O. Product: [CH2:15]([O:14][CH2:13][CH2:12][CH2:11][C:8]1[CH:9]=[CH:10][C:5]([CH2:4][OH:3])=[CH:6][CH:7]=1)[C:16]1[CH:17]=[CH:18][CH:19]=[CH:20][CH:21]=1. The catalyst class is: 7.